Dataset: Catalyst prediction with 721,799 reactions and 888 catalyst types from USPTO. Task: Predict which catalyst facilitates the given reaction. Reactant: C1(P(C2C=CC=CC=2)C2C=CC=CC=2)C=CC=CC=1.[N:20]([CH2:23][C:24]1[CH:32]=[C:31]([C:33]2[C:41]3[C:36](=[N:37][CH:38]=[C:39]([C:42]4[CH:47]=[CH:46][CH:45]=[CH:44][CH:43]=4)[CH:40]=3)[NH:35][CH:34]=2)[CH:30]=[CH:29][C:25]=1[C:26]([OH:28])=[O:27])=[N+]=[N-].O. Product: [NH2:20][CH2:23][C:24]1[CH:32]=[C:31]([C:33]2[C:41]3[C:36](=[N:37][CH:38]=[C:39]([C:42]4[CH:47]=[CH:46][CH:45]=[CH:44][CH:43]=4)[CH:40]=3)[NH:35][CH:34]=2)[CH:30]=[CH:29][C:25]=1[C:26]([OH:28])=[O:27]. The catalyst class is: 118.